Task: Regression. Given two drug SMILES strings and cell line genomic features, predict the synergy score measuring deviation from expected non-interaction effect.. Dataset: NCI-60 drug combinations with 297,098 pairs across 59 cell lines (1) Drug 1: C1=C(C(=O)NC(=O)N1)F. Drug 2: CCC1=C2CN3C(=CC4=C(C3=O)COC(=O)C4(CC)O)C2=NC5=C1C=C(C=C5)O. Cell line: MALME-3M. Synergy scores: CSS=40.9, Synergy_ZIP=4.12, Synergy_Bliss=4.33, Synergy_Loewe=7.59, Synergy_HSA=9.70. (2) Drug 1: C1C(C(OC1N2C=NC3=C(N=C(N=C32)Cl)N)CO)O. Drug 2: C(=O)(N)NO. Cell line: SK-OV-3. Synergy scores: CSS=17.4, Synergy_ZIP=-2.02, Synergy_Bliss=4.01, Synergy_Loewe=-5.18, Synergy_HSA=0.973. (3) Drug 1: CC=C1C(=O)NC(C(=O)OC2CC(=O)NC(C(=O)NC(CSSCCC=C2)C(=O)N1)C(C)C)C(C)C. Drug 2: C1=NNC2=C1C(=O)NC=N2. Cell line: HCT-15. Synergy scores: CSS=3.50, Synergy_ZIP=-1.55, Synergy_Bliss=-0.528, Synergy_Loewe=-8.54, Synergy_HSA=-2.05. (4) Drug 1: CN(C)N=NC1=C(NC=N1)C(=O)N. Drug 2: C1=CC(=CC=C1C#N)C(C2=CC=C(C=C2)C#N)N3C=NC=N3. Cell line: UACC62. Synergy scores: CSS=1.27, Synergy_ZIP=-0.221, Synergy_Bliss=-0.258, Synergy_Loewe=0.270, Synergy_HSA=-0.0357.